Task: Predict the product of the given reaction.. Dataset: Forward reaction prediction with 1.9M reactions from USPTO patents (1976-2016) Given the reactants [N:1]1([CH2:6][C@@H:7]([O:14][C:15]2[CH:24]=[CH:23][C:22]3[C:21](=[O:25])[CH2:20][CH2:19][CH2:18][C:17]=3[C:16]=2[CH2:26][S:27][C:28]2[CH:36]=[CH:35][C:31]([C:32](O)=[O:33])=[CH:30][CH:29]=2)[C:8]2[CH:13]=[CH:12][CH:11]=[CH:10][CH:9]=2)[CH:5]=[CH:4][N:3]=[CH:2]1.[NH2:37][CH2:38][C@H:39]([OH:41])[CH3:40], predict the reaction product. The product is: [OH:41][C@H:39]([CH3:40])[CH2:38][NH:37][C:32](=[O:33])[C:31]1[CH:35]=[CH:36][C:28]([S:27][CH2:26][C:16]2[C:17]3[CH2:18][CH2:19][CH2:20][C:21](=[O:25])[C:22]=3[CH:23]=[CH:24][C:15]=2[O:14][C@@H:7]([C:8]2[CH:9]=[CH:10][CH:11]=[CH:12][CH:13]=2)[CH2:6][N:1]2[CH:5]=[CH:4][N:3]=[CH:2]2)=[CH:29][CH:30]=1.